Task: Regression. Given a peptide amino acid sequence and an MHC pseudo amino acid sequence, predict their binding affinity value. This is MHC class I binding data.. Dataset: Peptide-MHC class I binding affinity with 185,985 pairs from IEDB/IMGT (1) The peptide sequence is RDGKLPTTQL. The MHC is Patr-B2401 with pseudo-sequence Patr-B2401. The binding affinity (normalized) is 0.122. (2) The peptide sequence is SPYNSQNAVA. The MHC is HLA-B35:01 with pseudo-sequence HLA-B35:01. The binding affinity (normalized) is 0.167. (3) The peptide sequence is VLDMGDPVK. The MHC is HLA-B58:01 with pseudo-sequence HLA-B58:01. The binding affinity (normalized) is 0.0847. (4) The peptide sequence is LMTMNIVNF. The MHC is HLA-B15:03 with pseudo-sequence HLA-B15:03. The binding affinity (normalized) is 0.741. (5) The peptide sequence is YHEDIHTYL. The MHC is HLA-A69:01 with pseudo-sequence HLA-A69:01. The binding affinity (normalized) is 0.0847. (6) The peptide sequence is QQTNAMVTL. The MHC is HLA-A24:02 with pseudo-sequence HLA-A24:02. The binding affinity (normalized) is 0. (7) The MHC is HLA-B57:01 with pseudo-sequence HLA-B57:01. The binding affinity (normalized) is 0.0847. The peptide sequence is KELKETLLH. (8) The peptide sequence is YSLVTQQPL. The MHC is H-2-Kb with pseudo-sequence H-2-Kb. The binding affinity (normalized) is 0.601. (9) The binding affinity (normalized) is 0. The MHC is HLA-A02:01 with pseudo-sequence HLA-A02:01. The peptide sequence is LAARLKRSA.